From a dataset of Retrosynthesis with 50K atom-mapped reactions and 10 reaction types from USPTO. Predict the reactants needed to synthesize the given product. Given the product COc1ccnc(CSc2nc3cc(F)c(F)cc3[nH]2)c1C, predict the reactants needed to synthesize it. The reactants are: COc1ccnc(CCl)c1C.Fc1cc2nc(S)[nH]c2cc1F.